This data is from Forward reaction prediction with 1.9M reactions from USPTO patents (1976-2016). The task is: Predict the product of the given reaction. (1) The product is: [ClH:23].[CH2:1]1[C:5]2([CH2:6][CH2:7][CH:8]([NH:11][NH2:12])[CH2:9][CH2:10]2)[CH2:4][CH2:3][CH2:2]1. Given the reactants [CH2:1]1[C:5]2([CH2:10][CH2:9][C:8](=[N:11][NH:12]C(=O)NNOC(C)(C)C)[CH2:7][CH2:6]2)[CH2:4][CH2:3][CH2:2]1.B.[ClH:23], predict the reaction product. (2) The product is: [CH3:5][NH:6][C:7]1[CH:12]=[CH:11][N:10]2[CH:13]=[C:14]([C:16]3[CH:17]=[N:25][CH:19]=[CH:20][CH:21]=3)[N:15]=[C:9]2[CH:8]=1. Given the reactants C(O)(=O)C.[CH3:5][NH:6][C:7]1[CH:12]=[CH:11][N:10]2[CH:13]=[C:14]([C:16]3[CH:21]=[CH:20][C:19](CO)=C[CH:17]=3)[N:15]=[C:9]2[CH:8]=1.C[NH:25]C1C=CN=C(N)C=1.[Br-].BrCC(C1C=[NH+]C=CC=1)=O, predict the reaction product. (3) Given the reactants [Br:1][C:2]1[CH:3]=[CH:4][C:5]([C:9]([CH3:12])([CH3:11])[CH3:10])=[C:6]([OH:8])[CH:7]=1.[CH2:13](Br)[C:14]1[CH:19]=[CH:18][CH:17]=[CH:16][CH:15]=1.C([O-])([O-])=O.[Cs+].[Cs+], predict the reaction product. The product is: [CH2:13]([O:8][C:6]1[CH:7]=[C:2]([Br:1])[CH:3]=[CH:4][C:5]=1[C:9]([CH3:12])([CH3:11])[CH3:10])[C:14]1[CH:19]=[CH:18][CH:17]=[CH:16][CH:15]=1.